From a dataset of Full USPTO retrosynthesis dataset with 1.9M reactions from patents (1976-2016). Predict the reactants needed to synthesize the given product. (1) Given the product [CH:1]1([C:4]([C:12]2[C:20]3[C:15](=[C:16]([NH:21][S:22]([CH3:25])(=[O:24])=[O:23])[CH:17]=[CH:18][CH:19]=3)[NH:14][CH:13]=2)([CH3:11])[C:5]#[CH:6])[CH2:3][CH2:2]1, predict the reactants needed to synthesize it. The reactants are: [CH:1]1([C:4]([C:12]2[C:20]3[C:15](=[C:16]([NH:21][S:22]([CH3:25])(=[O:24])=[O:23])[CH:17]=[CH:18][CH:19]=3)[NH:14][CH:13]=2)([CH3:11])[C:5]#[C:6][Si](C)(C)C)[CH2:3][CH2:2]1.C(=O)([O-])[O-].[K+].[K+].O. (2) Given the product [CH2:1]([N:3]1[C:7]2[CH:8]=[CH:9][CH:10]=[C:11]([CH3:12])[C:6]=2[N:5]([CH2:21][O:20][CH2:19][CH2:18][Si:17]([CH3:24])([CH3:23])[CH3:16])[C:4]1=[O:13])[CH3:2], predict the reactants needed to synthesize it. The reactants are: [CH2:1]([N:3]1[C:7]2[CH:8]=[CH:9][CH:10]=[C:11]([CH3:12])[C:6]=2[NH:5][C:4]1=[O:13])[CH3:2].[H-].[Na+].[CH3:16][Si:17]([CH3:24])([CH3:23])[CH2:18][CH2:19][O:20][CH2:21]Cl.C(=O)([O-])O.[Na+]. (3) Given the product [CH2:1]([O:3][C:4]([C:6]1[O:7][C:8]2[CH:15]=[CH:14][CH:13]=[C:12]([NH:16][S:23]([C:17]3[CH:22]=[CH:21][CH:20]=[CH:19][CH:18]=3)(=[O:25])=[O:24])[C:9]=2[C:10]=1[CH3:11])=[O:5])[CH3:2], predict the reactants needed to synthesize it. The reactants are: [CH2:1]([O:3][C:4]([C:6]1[O:7][C:8]2[CH:15]=[CH:14][CH:13]=[C:12]([NH2:16])[C:9]=2[C:10]=1[CH3:11])=[O:5])[CH3:2].[C:17]1([S:23](Cl)(=[O:25])=[O:24])[CH:22]=[CH:21][CH:20]=[CH:19][CH:18]=1. (4) The reactants are: [NH2:1][C:2]1[C:7]([CH3:8])=[CH:6][C:5]([OH:9])=[CH:4][C:3]=1[CH3:10].N1C=CN=C1.[CH:16]([Si:19](Cl)([CH:23]([CH3:25])[CH3:24])[CH:20]([CH3:22])[CH3:21])([CH3:18])[CH3:17]. Given the product [CH3:10][C:3]1[CH:4]=[C:5]([O:9][Si:19]([CH:23]([CH3:25])[CH3:24])([CH:20]([CH3:22])[CH3:21])[CH:16]([CH3:18])[CH3:17])[CH:6]=[C:7]([CH3:8])[C:2]=1[NH2:1], predict the reactants needed to synthesize it. (5) Given the product [F:12][C:9]([F:10])([F:11])[C:7]1[CH:6]=[C:5]([C@H:13]2[O:17][C:16](=[O:18])[N:15]([CH2:19][C:20]3[CH:25]=[C:24]([C:26]([F:28])([F:29])[F:27])[CH:23]=[CH:22][C:21]=3[C:30]3[CH:31]=[C:32]([C:38]4[CH:43]=[CH:60][C:59]([C:58]([N:57]([CH3:56])[CH3:66])=[O:77])=[CH:40][C:39]=4[CH3:47])[CH:33]=[CH:34][C:35]=3[O:36][CH3:37])[C@H:14]2[CH3:48])[CH:4]=[C:3]([C:2]([F:1])([F:50])[F:49])[CH:8]=1, predict the reactants needed to synthesize it. The reactants are: [F:1][C:2]([F:50])([F:49])[C:3]1[CH:4]=[C:5]([C@H:13]2[O:17][C:16](=[O:18])[N:15]([CH2:19][C:20]3[CH:25]=[C:24]([C:26]([F:29])([F:28])[F:27])[CH:23]=[CH:22][C:21]=3[C:30]3[CH:31]=[C:32]([C:38]4[CH:43]=CC(C(O)=O)=[CH:40][C:39]=4[CH3:47])[CH:33]=[CH:34][C:35]=3[O:36][CH3:37])[C@H:14]2[CH3:48])[CH:6]=[C:7]([C:9]([F:12])([F:11])[F:10])[CH:8]=1.Cl.CNC.Cl.[CH3:56][N:57]([CH3:66])[CH2:58][CH2:59][CH2:60]N=C=NCC.O.N1([OH:77])C2C=CC=CC=2N=N1.C(N(CC)CC)C.